Predict the product of the given reaction. From a dataset of Forward reaction prediction with 1.9M reactions from USPTO patents (1976-2016). (1) Given the reactants F[C:2]1[C:3]([CH3:24])=[N:4][C:5]2[C:10]([N:11]=1)=[C:9]([C:12]1[NH:20][C:19]3[C:18]4([CH2:22][CH2:21]4)[CH2:17][NH:16][C:15](=[O:23])[C:14]=3[CH:13]=1)[CH:8]=[CH:7][CH:6]=2.[CH:25]1([NH2:28])[CH2:27][CH2:26]1.CCN(C(C)C)C(C)C, predict the reaction product. The product is: [CH:25]1([NH:28][C:2]2[C:3]([CH3:24])=[N:4][C:5]3[C:10]([N:11]=2)=[C:9]([C:12]2[NH:20][C:19]4[C:18]5([CH2:21][CH2:22]5)[CH2:17][NH:16][C:15](=[O:23])[C:14]=4[CH:13]=2)[CH:8]=[CH:7][CH:6]=3)[CH2:27][CH2:26]1. (2) Given the reactants [F:1][C:2]1[CH:7]=[CH:6][CH:5]=[CH:4][C:3]=1[CH:8]=[CH:9][C:10]([OH:12])=O.[N:13]1[CH:18]=[CH:17][CH:16]=[C:15]([C:19]2[CH:20]=[C:21]([C@@H:25]([NH2:27])[CH3:26])[CH:22]=[CH:23][CH:24]=2)[CH:14]=1.C(Cl)CCl.C1C=CC2N(O)N=NC=2C=1.C(N(C(C)C)CC)(C)C, predict the reaction product. The product is: [F:1][C:2]1[CH:7]=[CH:6][CH:5]=[CH:4][C:3]=1[CH:8]=[CH:9][C:10]([NH:27][C@H:25]([C:21]1[CH:22]=[CH:23][CH:24]=[C:19]([C:15]2[CH:14]=[N:13][CH:18]=[CH:17][CH:16]=2)[CH:20]=1)[CH3:26])=[O:12]. (3) Given the reactants [OH:1][CH2:2][C:3]1[CH:4]=[C:5]([S:9][C:10]2[CH:11]=[CH:12][C:13]([C:16]#[N:17])=[N:14][CH:15]=2)[CH:6]=[CH:7][CH:8]=1.[CH2:18]([C:20]1[C:21]([OH:30])=[C:22]([C:27](=[O:29])[CH3:28])[CH:23]=[CH:24][C:25]=1O)[CH3:19], predict the reaction product. The product is: [C:27]([C:22]1[CH:23]=[CH:24][C:25]([O:1][CH2:2][C:3]2[CH:4]=[C:5]([S:9][C:10]3[CH:11]=[CH:12][C:13]([C:16]#[N:17])=[N:14][CH:15]=3)[CH:6]=[CH:7][CH:8]=2)=[C:20]([CH2:18][CH3:19])[C:21]=1[OH:30])(=[O:29])[CH3:28]. (4) Given the reactants [CH:1]([C:4]1[C:5]([O:16][CH2:17][CH2:18][CH2:19][CH3:20])=[C:6](B(O)O)[CH:7]=[C:8]([CH:10]([CH3:12])[CH3:11])[CH:9]=1)([CH3:3])[CH3:2].[C:21]([C:24]1[S:28][C:27]2[CH:29]=[CH:30][CH:31]=[C:32](I)[C:26]=2[CH:25]=1)(=[O:23])[CH3:22].C(=O)([O-])[O-].[Na+].[Na+].O, predict the reaction product. The product is: [C:21]([C:24]1[S:28][C:27]2[CH:29]=[CH:30][CH:31]=[C:32]([C:6]3[CH:7]=[C:8]([CH:10]([CH3:12])[CH3:11])[CH:9]=[C:4]([CH:1]([CH3:2])[CH3:3])[C:5]=3[O:16][CH2:17][CH2:18][CH2:19][CH3:20])[C:26]=2[CH:25]=1)(=[O:23])[CH3:22]. (5) Given the reactants Cl.Cl.[NH2:3][C:4]1[CH:5]=[CH:6][C:7]2[CH:11]([CH2:12][NH2:13])[O:10][B:9]([OH:14])[C:8]=2[CH:15]=1.C(NCC)C.CC([O:25]C(O[C:29]([O:31][C:32]([CH3:35])([CH3:34])[CH3:33])=[O:30])=O)(C)C.[F:36][CH:37]([F:49])[O:38][C:39]1[CH:40]=[C:41]([S:45](Cl)(=[O:47])=[O:46])[CH:42]=[CH:43][CH:44]=1, predict the reaction product. The product is: [C:32]([O:31][C:29](=[O:30])[NH:13][CH2:12][CH:11]1[O:10][B:9]([OH:14])[C:8]2[CH:15]=[C:4]([NH:3][S:45]([C:41]3[CH:42]=[CH:43][CH:44]=[C:39]([O:38][CH:37]([F:36])[F:49])[CH:40]=3)(=[O:47])=[O:46])[CH:5]=[CH:6][C:7]1=2)([CH3:33])([CH3:34])[CH3:35].[F:36][CH:37]([F:49])[O:38][C:39]1[CH:40]=[C:41]([S:45]([OH:25])(=[O:47])=[O:46])[CH:42]=[CH:43][CH:44]=1. (6) Given the reactants Cl[C:2]1[CH:7]=[C:6]([O:8][CH:9]([C:14]2[CH:19]=[CH:18][C:17]([C:20]3[CH:24]=[CH:23][O:22][CH:21]=3)=[CH:16][CH:15]=2)[C:10]([F:13])([F:12])[F:11])[N:5]=[C:4]([NH2:25])[N:3]=1.B([C:29]1[CH:40]=[CH:39][C:32]([CH2:33][C@@H:34]([C:36]([OH:38])=[O:37])[NH2:35])=[CH:31][CH:30]=1)(O)O.C(#N)C.C(=O)([O-])[O-].[Na+].[Na+], predict the reaction product. The product is: [NH2:35][C@@H:34]([CH2:33][C:32]1[CH:39]=[CH:40][C:29]([C:2]2[CH:7]=[C:6]([O:8][CH:9]([C:14]3[CH:19]=[CH:18][C:17]([C:20]4[CH:24]=[CH:23][O:22][CH:21]=4)=[CH:16][CH:15]=3)[C:10]([F:13])([F:12])[F:11])[N:5]=[C:4]([NH2:25])[N:3]=2)=[CH:30][CH:31]=1)[C:36]([OH:38])=[O:37].